From a dataset of Reaction yield outcomes from USPTO patents with 853,638 reactions. Predict the reaction yield, written as a fraction of the theoretical maximum amount of product (1.0 means a 100% yield; for example, 0.34 means a 34% yield). (1) The reactants are [C:1]([O:5][C:6]([NH:8][C@@H:9]([CH2:13][CH2:14][C:15]([O:17][CH3:18])=[O:16])[C:10](O)=[O:11])=[O:7])([CH3:4])([CH3:3])[CH3:2].CN1CCOCC1.ClC(OCC)=O.[BH4-].[Na+]. The catalyst is C1COCC1. The product is [C:1]([O:5][C:6]([NH:8][C@H:9]([CH2:10][OH:11])[CH2:13][CH2:14][C:15]([O:17][CH3:18])=[O:16])=[O:7])([CH3:3])([CH3:2])[CH3:4]. The yield is 0.610. (2) The reactants are C[O:2][C:3]1[C:4]([CH3:36])=[C:5]([C:27]([O:34]C)=[C:28]([O:32][CH3:33])[C:29]=1[O:30][CH3:31])[CH2:6][C:7]1[CH:20]=[CH:19][C:10]([C:11]([N:13]2[CH2:18][CH2:17][O:16][CH2:15][CH2:14]2)=[O:12])=[C:9]([C:21]2[CH:22]=[N:23][CH:24]=[CH:25][CH:26]=2)[CH:8]=1.O=[N+]([O-])[O-].[O-][N+](=O)[O-].[O-][N+](=O)[O-].[O-][N+](=O)[O-].[O-][N+](=O)[O-].[O-][N+](=O)[O-].[Ce+4].[NH4+].[NH4+]. The product is [CH3:31][O:30][C:29]1[C:3](=[O:2])[C:4]([CH3:36])=[C:5]([CH2:6][C:7]2[CH:20]=[CH:19][C:10]([C:11]([N:13]3[CH2:14][CH2:15][O:16][CH2:17][CH2:18]3)=[O:12])=[C:9]([C:21]3[CH:22]=[N:23][CH:24]=[CH:25][CH:26]=3)[CH:8]=2)[C:27](=[O:34])[C:28]=1[O:32][CH3:33]. The yield is 0.600. The catalyst is C(#N)C.O. (3) The reactants are [F:1][C:2]1[CH:3]=[CH:4][CH:5]=[C:6]2[C:10]=1[N:9]([CH3:11])[CH:8]=[C:7]2[CH2:12][NH:13][CH3:14].CNCC1C2C=CC=CC=2N2CCCC=12.[NH2:30][C:31]1[N:36]=[CH:35][C:34](/[CH:37]=[CH:38]/[C:39]([OH:41])=O)=[CH:33][CH:32]=1.Cl.O=C1NC2N=CC(/C=C/C(O)=O)=CC=2CC1. No catalyst specified. The product is [NH2:30][C:31]1[N:36]=[CH:35][C:34](/[CH:37]=[CH:38]/[C:39]([N:13]([CH2:12][C:7]2[C:6]3[C:10](=[C:2]([F:1])[CH:3]=[CH:4][CH:5]=3)[N:9]([CH3:11])[CH:8]=2)[CH3:14])=[O:41])=[CH:33][CH:32]=1. The yield is 0.270. (4) The reactants are [N:1]([CH2:4][CH2:5][O:6][CH2:7][CH2:8][O:9][CH2:10][CH2:11][O:12][CH2:13][CH2:14][O:15][CH:16]1[CH2:21][CH2:20][N:19]([C:22]2[CH:27]=[C:26]([CH3:28])[C:25]([C:29]3[N:30]=[C:31]([NH:34][C:35](=[O:42])[C:36]4[CH:41]=[CH:40][N:39]=[CH:38][CH:37]=4)[S:32][CH:33]=3)=[C:24]([CH3:43])[CH:23]=2)[CH2:18][CH2:17]1)=[N+]=[N-]. The catalyst is CCO.[Pd]. The product is [NH2:1][CH2:4][CH2:5][O:6][CH2:7][CH2:8][O:9][CH2:10][CH2:11][O:12][CH2:13][CH2:14][O:15][CH:16]1[CH2:17][CH2:18][N:19]([C:22]2[CH:27]=[C:26]([CH3:28])[C:25]([C:29]3[N:30]=[C:31]([NH:34][C:35](=[O:42])[C:36]4[CH:41]=[CH:40][N:39]=[CH:38][CH:37]=4)[S:32][CH:33]=3)=[C:24]([CH3:43])[CH:23]=2)[CH2:20][CH2:21]1. The yield is 0.245. (5) The reactants are [CH2:1]([O:3][C:4](=[O:13])[C:5]1[CH:10]=[CH:9][C:8]([OH:11])=[CH:7][C:6]=1[F:12])[CH3:2].C(C1C=C(C)C=C(C(C)(C)C)N=1)(C)(C)C.[F:29][C:30]([F:43])([F:42])[S:31](O[S:31]([C:30]([F:43])([F:42])[F:29])(=[O:33])=[O:32])(=[O:33])=[O:32].C(OCC)(=O)C. The catalyst is ClCCl.CCCCCC. The product is [CH2:1]([O:3][C:4](=[O:13])[C:5]1[CH:10]=[CH:9][C:8]([O:11][S:31]([C:30]([F:43])([F:42])[F:29])(=[O:33])=[O:32])=[CH:7][C:6]=1[F:12])[CH3:2]. The yield is 0.850. (6) The reactants are [BH4-].[Na+].Cl[CH:4]([CH3:27])[C:5]([C:7]1[CH:12]=[CH:11][C:10]([NH:13][C:14](=[O:26])[CH2:15][C:16]2[CH:21]=[CH:20][C:19]([O:22][CH3:23])=[C:18]([O:24][CH3:25])[CH:17]=2)=[CH:9][CH:8]=1)=[O:6].[OH-].[Na+]. The catalyst is CO. The product is [CH3:25][O:24][C:18]1[CH:17]=[C:16]([CH2:15][C:14]([NH:13][C:10]2[CH:11]=[CH:12][C:7]([CH:5]3[CH:4]([CH3:27])[O:6]3)=[CH:8][CH:9]=2)=[O:26])[CH:21]=[CH:20][C:19]=1[O:22][CH3:23]. The yield is 0.940. (7) The reactants are [CH2:1]([NH:3][C:4]1[C:5]2[C:14]([C:15]3[CH:20]=[CH:19][CH:18]=[CH:17][CH:16]=3)=[C:13]([C:21]3[CH:26]=[CH:25][C:24]([C:27]4([NH:31][C:32](=[O:38])[O:33][C:34]([CH3:37])([CH3:36])[CH3:35])[CH2:30][CH2:29][CH2:28]4)=[CH:23][CH:22]=3)[O:12][C:6]=2[N:7]=[C:8](SC)[N:9]=1)[CH3:2].O[O:40][S:41]([O-:43])=O.[K+].[CH3:45]COC(C)=O.C1CCCCC1. The catalyst is O1CCCC1.CO.O.CCOC(C)=O. The product is [CH2:1]([NH:3][C:4]1[C:5]2[C:14]([C:15]3[CH:20]=[CH:19][CH:18]=[CH:17][CH:16]=3)=[C:13]([C:21]3[CH:22]=[CH:23][C:24]([C:27]4([NH:31][C:32](=[O:38])[O:33][C:34]([CH3:35])([CH3:37])[CH3:36])[CH2:30][CH2:29][CH2:28]4)=[CH:25][CH:26]=3)[O:12][C:6]=2[N:7]=[C:8]([S:41]([CH3:45])(=[O:43])=[O:40])[N:9]=1)[CH3:2]. The yield is 0.730. (8) The reactants are FC(F)(F)C(O)=O.[Cl:8][C:9]1[C:10]([F:16])=[C:11]([OH:15])[CH:12]=[CH:13][CH:14]=1.[Cl:17]N1C(=O)CCC1=O. The catalyst is C(#N)C. The product is [Cl:8][C:9]1[C:10]([F:16])=[C:11]([OH:15])[CH:12]=[CH:13][C:14]=1[Cl:17]. The yield is 0.480. (9) The product is [F:11][C:12]1[CH:23]=[CH:22][C:15]([O:16][CH2:17][CH2:18][C:19]([NH:1][CH:2]([C:7]([O:9][CH3:10])=[O:8])[C:3]([O:5][CH3:6])=[O:4])=[O:20])=[CH:14][CH:13]=1. The reactants are [NH2:1][CH:2]([C:7]([O:9][CH3:10])=[O:8])[C:3]([O:5][CH3:6])=[O:4].[F:11][C:12]1[CH:23]=[CH:22][C:15]([O:16][CH2:17][CH2:18][C:19](O)=[O:20])=[CH:14][CH:13]=1. No catalyst specified. The yield is 0.800. (10) The reactants are [NH2:1][C:2]1[CH:7]=[CH:6][C:5]([C:8]2[CH:9]=[CH:10][C:11]([NH:14]CCN3CCOCC3)=[N:12][CH:13]=2)=[CH:4][CH:3]=1.[C:23]([C:27]1[CH:31]=[C:30]([NH:32][C:33](=O)[O:34]C2C=CC=CC=2)[O:29][N:28]=1)([CH3:26])([CH3:25])[CH3:24].FC(F)(F)C1(C2ON=C(NC(=O)OC3C=CC=CC=3)C=2)CC1. No catalyst specified. The product is [NH2:14][C:11]1[N:12]=[CH:13][C:8]([C:5]2[CH:4]=[CH:3][C:2]([NH:1][C:33]([NH:32][C:30]3[O:29][N:28]=[C:27]([C:23]([CH3:26])([CH3:25])[CH3:24])[CH:31]=3)=[O:34])=[CH:7][CH:6]=2)=[CH:9][CH:10]=1. The yield is 0.560.